From a dataset of Catalyst prediction with 721,799 reactions and 888 catalyst types from USPTO. Predict which catalyst facilitates the given reaction. (1) Reactant: N#N.[NH:3]1[C:7]2[CH:8]=[CH:9][CH:10]=[CH:11][C:6]=2[N:5]=[C:4]1[CH:12]([NH2:23])[CH2:13][C:14]1[CH:19]=[CH:18][C:17]([O:20][CH3:21])=[CH:16][C:15]=1[F:22].[C:24](N1C=CN=C1)(N1C=CN=C1)=[O:25].O. Product: [F:22][C:15]1[CH:16]=[C:17]([O:20][CH3:21])[CH:18]=[CH:19][C:14]=1[CH2:13][CH:12]1[C:4]2=[N:5][C:6]3[CH:11]=[CH:10][CH:9]=[CH:8][C:7]=3[N:3]2[C:24](=[O:25])[NH:23]1. The catalyst class is: 1. (2) Reactant: [Cl:1][C:2]1[CH:7]=[CH:6][C:5](/[CH:8]=[CH:9]/[C:10]([N:12]2[CH2:17][CH2:16][C:15]([CH2:19][N:20]3[CH:24]=[C:23]([C:25]([O:27]CC)=[O:26])[CH:22]=[N:21]3)([OH:18])[CH2:14][CH2:13]2)=[O:11])=[C:4]([CH2:30][N:31]2[N:35]=[N:34][C:33]([CH3:36])=[N:32]2)[CH:3]=1.[OH-].[Na+]. Product: [Cl:1][C:2]1[CH:7]=[CH:6][C:5](/[CH:8]=[CH:9]/[C:10]([N:12]2[CH2:17][CH2:16][C:15]([CH2:19][N:20]3[CH:24]=[C:23]([C:25]([OH:27])=[O:26])[CH:22]=[N:21]3)([OH:18])[CH2:14][CH2:13]2)=[O:11])=[C:4]([CH2:30][N:31]2[N:35]=[N:34][C:33]([CH3:36])=[N:32]2)[CH:3]=1. The catalyst class is: 14. (3) Reactant: [CH2:1]([C:8]([CH2:16][CH2:17][CH2:18][CH2:19][CH2:20][CH2:21][CH3:22])=[CH:9][CH:10]=[CH:11][C:12]([O:14][CH3:15])=[O:13])[CH2:2][CH2:3][CH2:4][CH2:5][CH2:6][CH3:7].[H][H]. Product: [CH2:16]([CH:8]([CH2:1][CH2:2][CH2:3][CH2:4][CH2:5][CH2:6][CH3:7])[CH2:9][CH2:10][CH2:11][C:12]([O:14][CH3:15])=[O:13])[CH2:17][CH2:18][CH2:19][CH2:20][CH2:21][CH3:22]. The catalyst class is: 19. (4) Reactant: P([O-])([O-])([O-])=O.[CH3:6][O:7][C:8](=[O:24])[C:9]([CH2:15][O:16][C:17]1[CH:22]=[CH:21][C:20]([Cl:23])=[CH:19][CH:18]=1)([CH3:14])[C:10]([O:12]C)=[O:11]. Product: [CH3:6][O:7][C:8](=[O:24])[C:9]([CH2:15][O:16][C:17]1[CH:22]=[CH:21][C:20]([Cl:23])=[CH:19][CH:18]=1)([CH3:14])[C:10]([OH:12])=[O:11]. The catalyst class is: 32. (5) Reactant: [CH2:1]([N:4]([CH2:29][CH2:30][CH3:31])[CH2:5][CH2:6][CH2:7][CH2:8][N:9]([CH2:14][C:15]1[CH:20]=[CH:19][C:18]([CH2:21][NH:22][CH2:23][C:24]2[NH:25][CH:26]=[CH:27][N:28]=2)=[CH:17][CH:16]=1)[S:10]([CH3:13])(=[O:12])=[O:11])[CH2:2][CH3:3].[N:32]1[C:41]2[C:40](=O)[CH2:39][CH2:38][CH2:37][C:36]=2[CH:35]=[CH:34][CH:33]=1.C([BH3-])#N.[Na+].C(O)(=O)C. Product: [CH2:29]([N:4]([CH2:1][CH2:2][CH3:3])[CH2:5][CH2:6][CH2:7][CH2:8][N:9]([CH2:14][C:15]1[CH:16]=[CH:17][C:18]([CH2:21][N:22]([CH2:23][C:24]2[NH:28][CH:27]=[CH:26][N:25]=2)[CH:40]2[C:41]3[N:32]=[CH:33][CH:34]=[CH:35][C:36]=3[CH2:37][CH2:38][CH2:39]2)=[CH:19][CH:20]=1)[S:10]([CH3:13])(=[O:11])=[O:12])[CH2:30][CH3:31]. The catalyst class is: 5.